This data is from Forward reaction prediction with 1.9M reactions from USPTO patents (1976-2016). The task is: Predict the product of the given reaction. Given the reactants [Cl:1][C:2]1[CH:7]=[CH:6][C:5]([C:8]2[N:13]=[C:12]([N:14]3[CH2:17][C:16]([NH:21][CH2:22][CH3:23])([C:18]([NH2:20])=[O:19])[CH2:15]3)[N:11]3[C:24](=[O:27])[NH:25][N:26]=[C:10]3[C:9]=2[C:28]2[CH:33]=[CH:32][C:31]([Cl:34])=[CH:30][CH:29]=2)=[CH:4][CH:3]=1.C([O-])([O-])=O.[K+].[K+].I[CH2:42][CH3:43].O, predict the reaction product. The product is: [Cl:1][C:2]1[CH:3]=[CH:4][C:5]([C:8]2[N:13]=[C:12]([N:14]3[CH2:17][C:16]([NH:21][CH2:22][CH3:23])([C:18]([NH2:20])=[O:19])[CH2:15]3)[N:11]3[C:24](=[O:27])[N:25]([CH2:42][CH3:43])[N:26]=[C:10]3[C:9]=2[C:28]2[CH:29]=[CH:30][C:31]([Cl:34])=[CH:32][CH:33]=2)=[CH:6][CH:7]=1.